From a dataset of Forward reaction prediction with 1.9M reactions from USPTO patents (1976-2016). Predict the product of the given reaction. (1) Given the reactants [ClH:1].C(OCC)C.[CH2:7]1[O:37][C:36]2[CH:35]=[CH:34][C:11]([CH2:12][CH2:13][N:14]3[CH2:18][CH2:17][C@@H:16]([N:19]4[C:25]5[CH:26]=[CH:27][CH:28]=[CH:29][C:24]=5[CH2:23][O:22][C:21]5[CH:30]=[CH:31][CH:32]=[CH:33][C:20]4=5)[CH2:15]3)=[CH:10][C:9]=2[O:8]1, predict the reaction product. The product is: [ClH:1].[CH2:7]1[O:37][C:36]2[CH:35]=[CH:34][C:11]([CH2:12][CH2:13][N:14]3[CH2:18][CH2:17][C@@H:16]([N:19]4[C:25]5[CH:26]=[CH:27][CH:28]=[CH:29][C:24]=5[CH2:23][O:22][C:21]5[CH:30]=[CH:31][CH:32]=[CH:33][C:20]4=5)[CH2:15]3)=[CH:10][C:9]=2[O:8]1. (2) Given the reactants [Br:1][C:2]1[CH:10]=[C:9]([C:11]([OH:13])=O)[CH:8]=[CH:7][C:3]=1[C:4]([OH:6])=O.O=S(Cl)Cl.[NH2:18][C:19]([CH3:23])([CH3:22])[CH2:20][OH:21].CC[N:26](C(C)C)[CH:27]([CH3:29])[CH3:28].[C:33]([O-:36])(O)=O.[Na+], predict the reaction product. The product is: [Br:1][C:2]1[CH:10]=[C:9]([C:11]([NH:26][C:27]([CH3:29])([CH3:28])[CH2:33][OH:36])=[O:13])[CH:8]=[CH:7][C:3]=1[C:4]([NH:18][C:19]([CH3:23])([CH3:22])[CH2:20][OH:21])=[O:6].